This data is from Peptide-MHC class I binding affinity with 185,985 pairs from IEDB/IMGT. The task is: Regression. Given a peptide amino acid sequence and an MHC pseudo amino acid sequence, predict their binding affinity value. This is MHC class I binding data. The peptide sequence is AVFDRKSDAK. The MHC is HLA-A29:02 with pseudo-sequence HLA-A29:02. The binding affinity (normalized) is 0.237.